Task: Regression/Classification. Given a drug SMILES string, predict its absorption, distribution, metabolism, or excretion properties. Task type varies by dataset: regression for continuous measurements (e.g., permeability, clearance, half-life) or binary classification for categorical outcomes (e.g., BBB penetration, CYP inhibition). Dataset: hlm.. Dataset: Human liver microsome stability data (1) The drug is CC(C)CCn1nc(N2CCOCC2)c(O)c(C2=NS(=O)(=O)c3cc(NS(C)(=O)=O)ccc3N2)c1=O. The result is 0 (unstable in human liver microsomes). (2) The molecule is Cc1c[nH]c2ncnc(-c3ccc(NC(=O)N(CCO)c4ccccc4Cl)cc3)c12. The result is 0 (unstable in human liver microsomes). (3) The drug is CC(C)(NC(=O)c1nn(-c2ccccn2)c2c1C[C@H]1C[C@@H]21)c1ccccc1. The result is 0 (unstable in human liver microsomes). (4) The compound is Cc1cnc(-c2ccccc2C(C)C)nc1NCc1ccc(-n2ccnn2)cc1. The result is 1 (stable in human liver microsomes).